Dataset: Reaction yield outcomes from USPTO patents with 853,638 reactions. Task: Predict the reaction yield, written as a fraction of the theoretical maximum amount of product (1.0 means a 100% yield; for example, 0.34 means a 34% yield). The reactants are [C:1]1([NH:7][C:8]2[N:13]=[C:12]([NH2:14])[N:11]=[C:10]([C:15]3[N:19]=[C:18](C(Cl)(Cl)Cl)[O:17][N:16]=3)[N:9]=2)[CH:6]=[CH:5][CH:4]=[CH:3][CH:2]=1.CCN(C(C)C)C(C)C.Cl.[F:34][C:35]([F:46])([F:45])[CH2:36][O:37][CH2:38][CH:39]1[CH2:44][CH2:43][NH:42][CH2:41][CH2:40]1. The catalyst is CN(C=O)C. The product is [C:1]1([NH:7][C:8]2[N:13]=[C:12]([NH2:14])[N:11]=[C:10]([C:15]3[N:19]=[C:18]([N:42]4[CH2:41][CH2:40][CH:39]([CH2:38][O:37][CH2:36][C:35]([F:34])([F:45])[F:46])[CH2:44][CH2:43]4)[O:17][N:16]=3)[N:9]=2)[CH:6]=[CH:5][CH:4]=[CH:3][CH:2]=1. The yield is 0.0890.